This data is from Reaction yield outcomes from USPTO patents with 853,638 reactions. The task is: Predict the reaction yield, written as a fraction of the theoretical maximum amount of product (1.0 means a 100% yield; for example, 0.34 means a 34% yield). (1) The reactants are [C:1]([C:5]1[CH:10]=[CH:9][C:8]([NH:11][C:12](=[O:23])[NH:13][C@H:14]([CH:20]([CH3:22])[CH3:21])[CH2:15][C:16](OC)=[O:17])=[CH:7][CH:6]=1)([CH3:4])([CH3:3])[CH3:2].[Li+].[BH4-]. The catalyst is C1COCC1. The product is [C:1]([C:5]1[CH:10]=[CH:9][C:8]([NH:11][C:12]([NH:13][C@H:14]([CH:20]([CH3:22])[CH3:21])[CH2:15][CH2:16][OH:17])=[O:23])=[CH:7][CH:6]=1)([CH3:4])([CH3:3])[CH3:2]. The yield is 0.850. (2) The reactants are [C:1]([O:5][C:6]([C:8]1[O:9][C:10]2[CH:17]=[CH:16][CH:15]=[C:14]([OH:18])[C:11]=2[C:12]=1[CH3:13])=[O:7])([CH3:4])([CH3:3])[CH3:2].C(N(CC)C(C)C)(C)C.ClCCl.[F:31][C:32]([F:45])([F:44])[S:33](O[S:33]([C:32]([F:45])([F:44])[F:31])(=[O:35])=[O:34])(=[O:35])=[O:34]. The catalyst is O. The product is [C:1]([O:5][C:6]([C:8]1[O:9][C:10]2[CH:17]=[CH:16][CH:15]=[C:14]([O:18][S:33]([C:32]([F:45])([F:44])[F:31])(=[O:35])=[O:34])[C:11]=2[C:12]=1[CH3:13])=[O:7])([CH3:4])([CH3:2])[CH3:3]. The yield is 0.950. (3) The reactants are Br[C:2]1[CH:3]=[C:4]2[C:8](=[C:9]([C:11]([NH2:13])=[O:12])[CH:10]=1)[NH:7][CH:6]=[C:5]2[CH:14]1[CH2:19][CH2:18][N:17]([S:20]([CH2:23][CH3:24])(=[O:22])=[O:21])[CH2:16][CH2:15]1.C(=O)([O-])[O-].[K+].[K+].S(O)(O)(=O)=O.[NH2:36][C:37]1[CH:38]=[C:39](B(O)O)[CH:40]=[CH:41][CH:42]=1.C(OCC)(=O)C. The catalyst is O.O1CCOCC1.[Pd+2]. The product is [NH2:36][C:37]1[CH:42]=[C:41]([C:2]2[CH:3]=[C:4]3[C:8](=[C:9]([C:11]([NH2:13])=[O:12])[CH:10]=2)[NH:7][CH:6]=[C:5]3[CH:14]2[CH2:15][CH2:16][N:17]([S:20]([CH2:23][CH3:24])(=[O:22])=[O:21])[CH2:18][CH2:19]2)[CH:40]=[CH:39][CH:38]=1. The yield is 0.360.